From a dataset of Catalyst prediction with 721,799 reactions and 888 catalyst types from USPTO. Predict which catalyst facilitates the given reaction. (1) Reactant: C[O:2][C:3](=O)[C@@H:4]1[C@@H:8]([O:9][Si:10]([C:13]([CH3:16])([CH3:15])[CH3:14])([CH3:12])[CH3:11])[CH2:7][CH2:6][N:5]1[C:17]([O:19][C:20]([CH3:23])([CH3:22])[CH3:21])=[O:18].C([BH-](CC)CC)C.[Li+]. Product: [C:20]([O:19][C:17]([N:5]1[CH2:6][CH2:7][C@H:8]([O:9][Si:10]([C:13]([CH3:16])([CH3:15])[CH3:14])([CH3:12])[CH3:11])[C@H:4]1[CH2:3][OH:2])=[O:18])([CH3:23])([CH3:22])[CH3:21]. The catalyst class is: 1. (2) Reactant: [Cl:1][C:2]1[C:3]([O:17]C)=[C:4]([C:13]([O:15]C)=[O:14])[C:5]2[O:9][C:8]([CH2:10][CH3:11])=[CH:7][C:6]=2[CH:12]=1.B(Br)(Br)Br. Product: [Cl:1][C:2]1[C:3]([OH:17])=[C:4]([C:13]([OH:15])=[O:14])[C:5]2[O:9][C:8]([CH2:10][CH3:11])=[CH:7][C:6]=2[CH:12]=1. The catalyst class is: 4.